This data is from Full USPTO retrosynthesis dataset with 1.9M reactions from patents (1976-2016). The task is: Predict the reactants needed to synthesize the given product. (1) The reactants are: [NH:1]1[C:9]2[C:4](=[CH:5][CH:6]=[CH:7][CH:8]=2)[C:3]2([C:13]3=[CH:14][C:15]4[O:19][CH2:18][O:17][C:16]=4[CH:20]=[C:12]3[O:11][CH2:10]2)[C:2]1=[O:21].[OH-:22].[Na+].[Cl-:24].[NH4+]. Given the product [Cl:24][C:5]1[O:22][C:13]([CH2:12][N:1]2[C:9]3[C:4](=[CH:5][CH:6]=[CH:7][CH:8]=3)[C:3]3([C:13]4=[CH:14][C:15]5[O:19][CH2:18][O:17][C:16]=5[CH:20]=[C:12]4[O:11][CH2:10]3)[C:2]2=[O:21])=[CH:3][CH:4]=1, predict the reactants needed to synthesize it. (2) Given the product [CH3:105][O:104][C:15]1[CH:14]=[C:13]([O:85][CH3:80])[C:12]([C:10]([P:167]([C:28]2[CH:29]=[CH:30][CH:31]=[CH:32][CH:33]=2)([C:39]2[CH:40]=[CH:41][CH:42]=[CH:43][CH:44]=2)=[O:180])=[O:11])=[C:17]([O:62][CH3:48])[CH:16]=1, predict the reactants needed to synthesize it. The reactants are: COC(OC)([C:10]([C:12]1[CH:17]=[CH:16][CH:15]=[CH:14][CH:13]=1)=[O:11])C1C=CC=CC=1.C1CCC(O)(C([C:28]2[CH:33]=[CH:32][CH:31]=[CH:30][CH:29]=2)=O)CC1.OC(C)(C)C([C:39]1[CH:44]=[CH:43][CH:42]=[CH:41][CH:40]=1)=O.C[C:48]([OH:62])(C(C1C=CC(OCCO)=CC=1)=O)C.OC(C)(C)C(C1C=CC(CC2C=CC([C:80](=[O:85])C(O)(C)C)=CC=2)=CC=1)=O.CC(N1C[CH2:105][O:104]CC1)(C(C1C=CC(SC)=CC=1)=O)C.CCC(N(C)C)(C(C1C=CC(N2CCOCC2)=CC=1)=O)CC1C=CC=CC=1.CN(C)C(CC1C=CC(C)=CC=1)(CC)C(C1C=CC(N2CCOCC2)=CC=1)=O.CC1C=C(C)C=C(C)C=1C([P:167](=[O:180])(C1C=CC=CC=1)C1C=CC=CC=1)=O.CC1C=C(C)C=C(C)C=1C(P(=O)(C(=O)C1C(C)=CC(C)=CC=1C)C1C=CC=CC=1)=O.C(ON=C(CCCCCC)C(C1C=CC(SC2C=CC=CC=2)=CC=1)=O)(=O)C1C=CC=CC=1.C(ON=C(C1C=CC2N(CC)C3C(C=2C=1)=CC(C(=O)C1C=CC=CC=1C)=CC=3)C)(=O)C.C1C=CC(C(C(OCCOCCOC(C(C2C=CC=CC=2)=O)=O)=O)=O)=CC=1. (3) Given the product [CH3:16][S:14][C:4]1[N:3]=[C:2]([NH2:1])[CH:7]=[C:6]([C:8]2[CH:9]=[CH:10][N:11]=[CH:12][CH:13]=2)[N:5]=1, predict the reactants needed to synthesize it. The reactants are: [NH2:1][C:2]1[CH:7]=[C:6]([C:8]2[CH:13]=[CH:12][N:11]=[CH:10][CH:9]=2)[N:5]=[C:4]([SH:14])[N:3]=1.O1C=CC=[C:16]1C1N=C(SC)N=C(N)C=1. (4) Given the product [F:18][C:2]([F:1])([C:11]([F:16])([F:17])[C:12]([F:15])([F:14])[F:13])[CH2:3][CH2:4][S:5]([CH:8]([CH2:25][CH2:24][S:23][C:20]([F:22])([F:21])[F:19])[C:9]#[N:10])(=[O:6])=[O:7], predict the reactants needed to synthesize it. The reactants are: [F:1][C:2]([F:18])([C:11]([F:17])([F:16])[C:12]([F:15])([F:14])[F:13])[CH2:3][CH2:4][S:5]([CH2:8][C:9]#[N:10])(=[O:7])=[O:6].[F:19][C:20]([S:23][CH2:24][CH2:25]OS(C(F)(F)F)(=O)=O)([F:22])[F:21]. (5) Given the product [C:1]([Si:5]([CH3:7])([CH3:6])[O:12][CH:11]([C:13]1[CH:14]=[C:15]([NH:19][S:20]([C:23]2[CH:24]=[CH:25][CH:26]=[CH:27][CH:28]=2)(=[O:22])=[O:21])[CH:16]=[CH:17][CH:18]=1)[CH2:10][I:9])([CH3:4])([CH3:3])[CH3:2], predict the reactants needed to synthesize it. The reactants are: [C:1]([Si:5](Cl)([CH3:7])[CH3:6])([CH3:4])([CH3:3])[CH3:2].[I:9][CH2:10][CH:11]([C:13]1[CH:14]=[C:15]([NH:19][S:20]([C:23]2[CH:28]=[CH:27][CH:26]=[CH:25][CH:24]=2)(=[O:22])=[O:21])[CH:16]=[CH:17][CH:18]=1)[OH:12].N1C=CN=C1.CO. (6) Given the product [OH:61][C:54]1[C:53]([CH2:52][NH:51][C:4](=[O:6])[C:3]2[CH:7]=[CH:8][C:9]([C@@H:11]([O:13][C:14]3[CH:19]=[CH:18][CH:17]=[CH:16][CH:15]=3)[CH3:12])=[CH:10][C:2]=2[CH3:1])=[C:58]([CH3:59])[CH:57]=[C:56]([CH3:60])[N:55]=1, predict the reactants needed to synthesize it. The reactants are: [CH3:1][C:2]1[CH:10]=[C:9]([C@@H:11]([O:13][C:14]2[CH:19]=[CH:18][CH:17]=[CH:16][CH:15]=2)[CH3:12])[CH:8]=[CH:7][C:3]=1[C:4]([OH:6])=O.F[P-](F)(F)(F)(F)F.N1(OC(N(C)C)=[N+](C)C)C2N=CC=CC=2N=N1.C(N(CC)CC)C.[NH2:51][CH2:52][C:53]1[C:54]([OH:61])=[N:55][C:56]([CH3:60])=[CH:57][C:58]=1[CH3:59].